This data is from Experimentally validated miRNA-target interactions with 360,000+ pairs, plus equal number of negative samples. The task is: Binary Classification. Given a miRNA mature sequence and a target amino acid sequence, predict their likelihood of interaction. (1) The miRNA is hsa-miR-6733-5p with sequence UGGGAAAGACAAACUCAGAGUU. The protein sequence of the target gene is MELAHSLLLNEEASNQLGAVQKAEFIFEWLRYLEKLLLATNREDVREKQKTLVGQLLSLLNSSPGPPTRKLLAQDLAILYSVGDTVSVYETIDKCNDLIRSKDDSPSYLPTKLAAVVCLGSLYKKLGRILANGFTDTVVNILKAMKSAESQGRYEIMLSLQSILTGLGAAAAPCHRDVYKAARSCLTDRSMAVRCAAAKCLLELQNEAIFMWSTDVDSVATLCFKSFEGSNYDVRISVSKLLGTVLAKAVTAKHPGAGSKQSARRVSLEEVLELLGAGFLRGSSGFLRASGDMLKGNSSV.... Result: 0 (no interaction). (2) The protein sequence of the target gene is MSLLGPKVLLFLAAFIITSDWIPLGVNSQRGDDVTQATPETFTEDPNLVNDPATDETVLAVLADIAPSTDDLASLSEKNTTAECWDEKFTCTRLYSVHRPVKQCIHQLCFTSLRRMYIVNKEICSRLVCKEHEAMKDELCRQMAGLPPRRLRRSNYFRLPPCENVDLQRPNGL. Result: 1 (interaction). The miRNA is hsa-miR-4747-3p with sequence AAGGCCCGGGCUUUCCUCCCAG. (3) The miRNA is hsa-miR-106b-5p with sequence UAAAGUGCUGACAGUGCAGAU. The protein sequence of the target gene is MAAGAVFLALSAQLLQARLMKEESPVVSWRLEPEDGTALCFIF. Result: 1 (interaction). (4) The miRNA is hsa-miR-4468 with sequence AGAGCAGAAGGAUGAGAU. The protein sequence of the target gene is MAKQPSDVNSECDREGGQLQPAERPPQLRPGAPTSLQTESQGNPDGEGDRCPHGSPQGPLAPPASPGPFATRSPLFIFVRRSSLLSRSSSGYFSFDTDRSPAPMSCDKSTQTPSPPCQAFNHYLSAMASIRQSQEEPEDLRPEIRIAQELRRIGDEFNETYTRRAFANDYREAEDHPQMVILQLLRFIFRLVWRRH. Result: 0 (no interaction). (5) The miRNA is mmu-miR-3089-5p with sequence UGAGUUCAGGGACAGCGUGUCU. The protein sequence of the target gene is MQASRHSIQAEPGWYVSAQQPEEAVAADEWSPLLSNEPHRQGSSGASFGLSVFNVMNAIMGSGILGLAYVMANTGILGFSFLLLFVALLASYSVHLLLAMCIHTAVTSYEDLGLFAFGLPGKVVVAGTIIIQNIGAMSSYLLIIKTELPAAISEFLPSDHSGSWYLDGQMLLIIICVGIVFPLSLLPKIGFLGYTSSLSFFFMVFFALVVVIKKWAVPCPVTLDCINEVFQISNATDDCKPKLFHFSKESVYAIPTMAFSFLCHTSVLPIYCELQSPSKKRMQNVTNTAIALSFLVYFVS.... Result: 1 (interaction). (6) The miRNA is hsa-miR-4312 with sequence GGCCUUGUUCCUGUCCCCA. The protein sequence of the target gene is MAASELYTKFARVWIPDPEEVWKSAELLKDYKPGDKVLLLHLEEGKDLEYHLDPKTKELPHLRNPDILVGENDLTALSYLHEPAVLHNLRVRFIDSKLIYTYCGIVLVAINPYEQLPIYGEDIINAYSGQNMGDMDPHIFAVAEEAYKQMARDERNQSIIVSGESGAGKTVSAKYAMRYFATVSGSASEANVEEKVLASNPIMESIGNAKTTRNDNSSRFGKYIEIGFDKRYRIIGANMRTYLLEKSRVVFQAEEERNYHIFYQLCASAKLPEFKMLRLGNADNFNYTKQGGSPVIEGVD.... Result: 0 (no interaction). (7) The miRNA is hsa-miR-5093 with sequence AGGAAAUGAGGCUGGCUAGGAGC. The protein sequence of the target gene is MNQELLSVGSKRRRTGGSLRGNASSSQVDEGQMNRVVEEDPQQQARHQEEEHTARNGELVGANPRPGDQNDTQQGQVEENNNRFISVDEDSSGNQEEQEEDEEHAGEQEEEEEEEEEEEEMDQESDDFDPSDDSSREDEHTHNSNVTNCSSVSDLPAHQLSSPFYTKTTKMKRKLDHGSEVRSFSLGKKPCKVSDYTSTTGLVPCSATPTTFGDLRAANGQGQQRRRITSVQPPTGLQEWLKMFQSWSGPEKLLALDELIDSCEPTQVKHMMQVIEPQFQRDFISLLPKELALYVLSFLE.... Result: 0 (no interaction).